From a dataset of Catalyst prediction with 721,799 reactions and 888 catalyst types from USPTO. Predict which catalyst facilitates the given reaction. (1) Reactant: [N:1]1[CH:6]=[CH:5][CH:4]=[CH:3][C:2]=1[C:7]1[C:15]([C:16]2[C:25]3[C:20](=[CH:21][C:22]([OH:26])=[CH:23][CH:24]=3)[N:19]=[CH:18][CH:17]=2)=[C:10]2[CH:11]=[CH:12][CH:13]=[CH:14][N:9]2[N:8]=1.CN(C=O)C.Br[CH2:33][CH2:34][CH2:35][Cl:36].C(=O)([O-])[O-].[Cs+].[Cs+]. Product: [Cl:36][CH2:35][CH2:34][CH2:33][O:26][C:22]1[CH:21]=[C:20]2[C:25]([C:16]([C:15]3[C:7]([C:2]4[CH:3]=[CH:4][CH:5]=[CH:6][N:1]=4)=[N:8][N:9]4[CH:14]=[CH:13][CH:12]=[CH:11][C:10]=34)=[CH:17][CH:18]=[N:19]2)=[CH:24][CH:23]=1. The catalyst class is: 5. (2) Reactant: [C:1]([O:5][C:6]([N:8]1[CH2:12][C@H:11]([CH2:13][NH:14][C:15]2[CH:20]=[CH:19][C:18]([Cl:21])=[CH:17][CH:16]=2)[C@@H:10]([CH2:22][C:23]2[CH:28]=[CH:27][CH:26]=[CH:25][CH:24]=2)[CH2:9]1)=[O:7])([CH3:4])([CH3:3])[CH3:2].Cl[CH2:30][C:31]1[CH:36]=[CH:35][CH:34]=[CH:33][C:32]=1[O:37][C:38](=[O:40])[CH3:39].C([O-])([O-])=O.[K+].[K+].[Na+].[I-].C([O-])(O)=O.[Na+]. Product: [C:1]([O:5][C:6]([N:8]1[CH2:9][C@H:10]([CH2:22][C:23]2[CH:24]=[CH:25][CH:26]=[CH:27][CH:28]=2)[C@@H:11]([CH2:13][N:14]([CH2:30][C:31]2[CH:36]=[CH:35][CH:34]=[CH:33][C:32]=2[O:37][C:38](=[O:40])[CH3:39])[C:15]2[CH:16]=[CH:17][C:18]([Cl:21])=[CH:19][CH:20]=2)[CH2:12]1)=[O:7])([CH3:4])([CH3:2])[CH3:3]. The catalyst class is: 3. (3) Reactant: [CH:1]1([NH2:4])[CH2:3][CH2:2]1.[OH:5][C:6]([C:8]([F:11])([F:10])[F:9])=[O:7].[CH2:12]([N:19]1[CH2:28][CH2:27][C:26]2[C:21](=[N:22][C:23](Cl)=[C:24]([N:29]3[CH2:34][CH2:33][CH:32]([O:35][C:36]4[CH:41]=[CH:40][C:39]([O:42][CH3:43])=[CH:38][C:37]=4[F:44])[CH2:31][CH2:30]3)[N:25]=2)[CH2:20]1)[C:13]1[CH:18]=[CH:17][CH:16]=[CH:15][CH:14]=1.CC(C)([O-])C.[Na+]. Product: [CH2:12]([N:19]1[CH2:28][CH2:27][C:26]2[C:21](=[N:22][C:23]([NH:4][CH:1]3[CH2:3][CH2:2]3)=[C:24]([N:29]3[CH2:30][CH2:31][CH:32]([O:35][C:36]4[CH:41]=[CH:40][C:39]([O:42][CH3:43])=[CH:38][C:37]=4[F:44])[CH2:33][CH2:34]3)[N:25]=2)[CH2:20]1)[C:13]1[CH:18]=[CH:17][CH:16]=[CH:15][CH:14]=1.[C:6]([OH:7])([C:8]([F:11])([F:10])[F:9])=[O:5]. The catalyst class is: 733. (4) Reactant: C(=O)(O[C@H:4]1[C:13]2[C:8](=[CH:9][CH:10]=[C:11]3OC(=O)[CH:15]=[C:14]([CH2:19][C:20]4[CH:25]=[CH:24][CH:23]=[CH:22][CH:21]=4)[C:12]3=2)[N:7](C(=O)C)[C@@H:6]([CH3:29])[CH2:5]1)N.[CH:31]([O-:33])=[O:32].[NH4+:34].[H][H].[CH2:37]([OH:39])[CH3:38]. Product: [CH2:19]([C:14]1[C:12]2=[C:13]3[C:8](=[CH:9][CH:10]=[C:11]2[O:32][C:31](=[O:33])[CH:15]=1)[N:7]([C:37](=[O:39])[CH3:38])[C@@H:6]([CH3:29])[CH2:5][C@H:4]3[NH2:34])[C:20]1[CH:25]=[CH:24][CH:23]=[CH:22][CH:21]=1. The catalyst class is: 719.